The task is: Regression/Classification. Given a drug SMILES string, predict its toxicity properties. Task type varies by dataset: regression for continuous values (e.g., LD50, hERG inhibition percentage) or binary classification for toxic/non-toxic outcomes (e.g., AMES mutagenicity, cardiotoxicity, hepatotoxicity). Dataset: herg_karim.. This data is from hERG potassium channel inhibition data for cardiac toxicity prediction from Karim et al.. (1) The drug is CCCN[C@@H](C)C(=O)Nc1c(C)csc1C(=O)OC. The result is 0 (non-blocker). (2) The compound is CC(C)c1ccc(S(=O)(=O)Nc2ccc([C@]34CNC[C@H]3C4)cc2)cc1. The result is 1 (blocker). (3) The drug is Cc1nc(Nc2ccc(C(F)(F)F)cc2)c2ccc(-c3ncccc3C(F)(F)F)cc2n1. The result is 1 (blocker). (4) The molecule is COC[C@@H](NC(C)=O)C(=O)NCc1ccccc1. The result is 0 (non-blocker). (5) The molecule is N=C(NCCCOc1ccc(F)cc1)Nc1ccc(Cl)cc1. The result is 1 (blocker). (6) The compound is FC(F)(F)Oc1ccc(OC2CC2)c(CNC2CCC3CCC2(c2ccccc2)N3)c1. The result is 1 (blocker). (7) The compound is COc1cc(/C=C2\CCCN([C@@H](C)c3ccc(F)cc3)C2=O)ccc1-n1cnc(C)c1. The result is 1 (blocker).